Dataset: Peptide-MHC class I binding affinity with 185,985 pairs from IEDB/IMGT. Task: Regression. Given a peptide amino acid sequence and an MHC pseudo amino acid sequence, predict their binding affinity value. This is MHC class I binding data. The peptide sequence is YYVKYPNL. The MHC is H-2-Db with pseudo-sequence H-2-Db. The binding affinity (normalized) is 0.128.